From a dataset of Forward reaction prediction with 1.9M reactions from USPTO patents (1976-2016). Predict the product of the given reaction. The product is: [CH3:25][O:24][CH2:23][CH2:22][CH2:21][N:6]1[C:5]2[CH:9]=[C:10]([CH3:13])[CH:11]=[CH:12][C:4]=2[O:3][C:2]([CH3:1])([C:14]2[CH:19]=[CH:18][CH:17]=[CH:16][CH:15]=2)[C:7]1=[O:8]. Given the reactants [CH3:1][C:2]1([C:14]2[CH:19]=[CH:18][CH:17]=[CH:16][CH:15]=2)[C:7](=[O:8])[NH:6][C:5]2[CH:9]=[C:10]([CH3:13])[CH:11]=[CH:12][C:4]=2[O:3]1.Cl[CH2:21][CH2:22][CH2:23][O:24][CH3:25].[F-].[K+].[I-].[K+], predict the reaction product.